Task: Predict which catalyst facilitates the given reaction.. Dataset: Catalyst prediction with 721,799 reactions and 888 catalyst types from USPTO (1) Reactant: [CH:1]1[C:9]([NH2:10])=[CH:8][C:7]2[CH2:11][CH2:12][N:5]3[C:6]=2[C:2]=1[C:3]1[CH2:17][CH2:16][CH2:15][CH2:14][CH2:13][C:4]=13.[C:18](OC(=O)C)(=[O:20])[CH3:19]. Product: [CH:1]1[C:9]([NH:10][C:18](=[O:20])[CH3:19])=[CH:8][C:7]2[CH2:11][CH2:12][N:5]3[C:6]=2[C:2]=1[C:3]1[CH2:17][CH2:16][CH2:15][CH2:14][CH2:13][C:4]=13. The catalyst class is: 68. (2) Reactant: Br[C:2]1[CH:7]=[CH:6][C:5]([CH2:8][C@@H:9]([NH:18][C:19]([C:21]2[N:22]=[N:23][NH:24][CH:25]=2)=[O:20])[CH2:10][C@:11]([CH2:16][OH:17])([CH3:15])[C:12]([OH:14])=[O:13])=[CH:4][CH:3]=1.[Cl:26][C:27]1[CH:32]=[CH:31][CH:30]=[CH:29][C:28]=1B(O)O.C(=O)([O-])[O-].[Na+].[Na+].O. Product: [Cl:26][C:27]1[CH:32]=[CH:31][CH:30]=[CH:29][C:28]=1[C:2]1[CH:7]=[CH:6][C:5]([CH2:8][C@@H:9]([NH:18][C:19]([C:21]2[N:22]=[N:23][NH:24][CH:25]=2)=[O:20])[CH2:10][C@:11]([CH2:16][OH:17])([CH3:15])[C:12]([OH:14])=[O:13])=[CH:4][CH:3]=1. The catalyst class is: 203. (3) Reactant: [N:1]1[CH:2]=[C:3]([S:10][C:11]2[CH:17]=[CH:16][C:14]([NH2:15])=[CH:13][CH:12]=2)[N:4]2[CH:9]=[CH:8][CH:7]=[N:6][C:5]=12.[S-:18][C:19]#[N:20].[K+].BrBr.[OH-].[Na+]. Product: [N:1]1[CH:2]=[C:3]([S:10][C:11]2[CH:17]=[CH:16][C:14]3[N:15]=[C:19]([NH2:20])[S:18][C:13]=3[CH:12]=2)[N:4]2[CH:9]=[CH:8][CH:7]=[N:6][C:5]=12. The catalyst class is: 15. (4) Reactant: [F:1][C:2]1[CH:11]=[C:10]2[C:5]([CH:6]=[C:7]([CH:18]3[CH2:22][CH2:21][CH2:20][N:19]3C(OC(C)(C)C)=O)[C:8]([C:12]3[CH:17]=[CH:16][CH:15]=[CH:14][N:13]=3)=[N:9]2)=[CH:4][CH:3]=1.[C:30]([OH:36])([C:32]([F:35])([F:34])[F:33])=[O:31]. Product: [F:1][C:2]1[CH:11]=[C:10]2[C:5]([CH:6]=[C:7]([CH:18]3[CH2:22][CH2:21][CH2:20][NH:19]3)[C:8]([C:12]3[CH:17]=[CH:16][CH:15]=[CH:14][N:13]=3)=[N:9]2)=[CH:4][CH:3]=1.[C:30]([OH:36])([C:32]([F:35])([F:34])[F:33])=[O:31]. The catalyst class is: 2.